Dataset: Full USPTO retrosynthesis dataset with 1.9M reactions from patents (1976-2016). Task: Predict the reactants needed to synthesize the given product. (1) Given the product [F:32][C:31]([F:33])([F:34])[C:22]1[CH:23]=[C:24]([C:27]([F:30])([F:28])[F:29])[CH:25]=[CH:26][C:21]=1[CH2:20][O:10][C:8]1[C:7]([O:11][CH3:12])=[CH:6][C:3]([CH:4]=[O:5])=[C:2]([Br:1])[CH:9]=1, predict the reactants needed to synthesize it. The reactants are: [Br:1][C:2]1[CH:9]=[C:8]([OH:10])[C:7]([O:11][CH3:12])=[CH:6][C:3]=1[CH:4]=[O:5].C(=O)([O-])[O-].[K+].[K+].Br[CH2:20][C:21]1[CH:26]=[CH:25][C:24]([C:27]([F:30])([F:29])[F:28])=[CH:23][C:22]=1[C:31]([F:34])([F:33])[F:32].O. (2) Given the product [CH:1]1([N:4]([CH3:17])[S:5]([C:8]2[CH:13]=[CH:12][CH:11]=[CH:10][C:9]=2[N+:14]([O-:16])=[O:15])(=[O:7])=[O:6])[CH2:3][CH2:2]1, predict the reactants needed to synthesize it. The reactants are: [CH:1]1([NH:4][S:5]([C:8]2[CH:13]=[CH:12][CH:11]=[CH:10][C:9]=2[N+:14]([O-:16])=[O:15])(=[O:7])=[O:6])[CH2:3][CH2:2]1.[C:17](=O)([O-])[O-].[K+].[K+].CI. (3) The reactants are: [S:1]1[CH:5]=[C:4]([NH:6][C:7](=[O:13])[O:8][C:9]([CH3:12])([CH3:11])[CH3:10])[N:3]=[CH:2]1.C[Si]([N-][Si](C)(C)C)(C)C.[Li+].[F:24][C:25]1[CH:30]=[C:29]([F:31])[C:28]([F:32])=[CH:27][C:26]=1[S:33](Cl)(=[O:35])=[O:34]. Given the product [S:1]1[CH:5]=[C:4]([N:6]([S:33]([C:26]2[CH:27]=[C:28]([F:32])[C:29]([F:31])=[CH:30][C:25]=2[F:24])(=[O:35])=[O:34])[C:7](=[O:13])[O:8][C:9]([CH3:10])([CH3:12])[CH3:11])[N:3]=[CH:2]1, predict the reactants needed to synthesize it. (4) Given the product [CH2:9]([C:8]([C:5]1[CH:6]=[CH:7][C:2]([B:25]([OH:30])[OH:26])=[C:3]([CH3:14])[CH:4]=1)([OH:13])[CH2:11][CH3:12])[CH3:10], predict the reactants needed to synthesize it. The reactants are: Br[C:2]1[CH:7]=[CH:6][C:5]([C:8]([OH:13])([CH2:11][CH3:12])[CH2:9][CH3:10])=[CH:4][C:3]=1[CH3:14].O1CCCC1.C([Li])CCC.[B:25](OC(C)C)([O:30]C(C)C)[O:26]C(C)C. (5) Given the product [N:1]1([CH2:6][C@@H:7]2[C@H:10]([NH:11][C:12](=[O:38])/[C:13](=[N:27]\[O:28][C@H:29]([CH3:37])[C:30]([OH:32])=[O:31])/[C:14]3[N:15]=[C:16]([NH2:19])[S:17][CH:18]=3)[C:9](=[O:39])[N:8]2[S:40]([OH:43])(=[O:41])=[O:42])[CH:5]=[N:4][CH:3]=[N:2]1, predict the reactants needed to synthesize it. The reactants are: [N:1]1([CH2:6][C@@H:7]2[C@H:10]([NH:11][C:12](=[O:38])/[C:13](=[N:27]\[O:28][C@H:29]([CH3:37])[C:30]([O:32]C(C)(C)C)=[O:31])/[C:14]3[N:15]=[C:16]([NH:19]C(OC(C)(C)C)=O)[S:17][CH:18]=3)[C:9](=[O:39])[N:8]2[S:40]([OH:43])(=[O:42])=[O:41])[CH:5]=[N:4][CH:3]=[N:2]1.C(O)(C(F)(F)F)=O.